Predict the reactants needed to synthesize the given product. From a dataset of Full USPTO retrosynthesis dataset with 1.9M reactions from patents (1976-2016). (1) Given the product [C:1]1([C:11]2[CH:16]=[CH:15][CH:14]=[CH:13][C:12]=2[CH2:17][Br:18])[C:10]2[C:5](=[CH:6][CH:7]=[CH:8][CH:9]=2)[CH:4]=[CH:3][CH:2]=1, predict the reactants needed to synthesize it. The reactants are: [C:1]1([C:11]2[CH:16]=[CH:15][CH:14]=[CH:13][C:12]=2[CH3:17])[C:10]2[C:5](=[CH:6][CH:7]=[CH:8][CH:9]=2)[CH:4]=[CH:3][CH:2]=1.[Br:18]N1C(=O)CCC1=O. (2) Given the product [Cl:37][C:34]1[CH:35]=[CH:36][C:31]([CH2:30][N:20]2[N:19]=[C:18]([C:10]3[C:11]4[C:16](=[CH:15][CH:14]=[C:13]([F:17])[CH:12]=4)[N:8]([CH2:7][C:6]([OH:39])=[O:5])[C:9]=3[CH3:38])[C:23]3[CH:24]=[CH:25][CH:26]=[CH:27][C:22]=3[S:21]2(=[O:28])=[O:29])=[CH:32][CH:33]=1, predict the reactants needed to synthesize it. The reactants are: C([O:5][C:6](=[O:39])[CH2:7][N:8]1[C:16]2[C:11](=[CH:12][C:13]([F:17])=[CH:14][CH:15]=2)[C:10]([C:18]2[C:23]3[CH:24]=[CH:25][CH:26]=[CH:27][C:22]=3[S:21](=[O:29])(=[O:28])[N:20]([CH2:30][C:31]3[CH:36]=[CH:35][C:34]([Cl:37])=[CH:33][CH:32]=3)[N:19]=2)=[C:9]1[CH3:38])(C)(C)C.C(O)(C(F)(F)F)=O. (3) Given the product [NH:7]1[C:15]2[C:10](=[C:11]([C:16]3[N:17]=[C:18]([N:36]4[CH2:41][CH2:40][O:39][CH2:38][CH2:37]4)[C:19]4[S:24][C:23]([C:25]5[CH:26]=[C:27]([S:31]([CH2:32][C@@H:33]([OH:35])[CH3:34])(=[O:1])=[O:42])[CH:28]=[CH:29][CH:30]=5)=[CH:22][C:20]=4[N:21]=3)[CH:12]=[CH:13][CH:14]=2)[CH:9]=[N:8]1, predict the reactants needed to synthesize it. The reactants are: [OH:1]OS([O-])=O.[K+].[NH:7]1[C:15]2[C:10](=[C:11]([C:16]3[N:17]=[C:18]([N:36]4[CH2:41][CH2:40][O:39][CH2:38][CH2:37]4)[C:19]4[S:24][C:23]([C:25]5[CH:26]=[C:27]([S:31][CH2:32][C@@H:33]([OH:35])[CH3:34])[CH:28]=[CH:29][CH:30]=5)=[CH:22][C:20]=4[N:21]=3)[CH:12]=[CH:13][CH:14]=2)[CH:9]=[N:8]1.[OH2:42]. (4) The reactants are: [N+:1]([C:4]1[CH:5]=[C:6]2[C:10](=[CH:11][CH:12]=1)[NH:9][CH:8]=[CH:7]2)([O-:3])=[O:2].C1C=C[NH+]=CC=1.[Br:19][Br-]Br.O. Given the product [Br:19][C:7]1[C:6]2[C:10](=[CH:11][CH:12]=[C:4]([N+:1]([O-:3])=[O:2])[CH:5]=2)[NH:9][CH:8]=1.[N+:1]([C:4]1[CH:5]=[C:6]2[C:10](=[CH:11][CH:12]=1)[NH:9][CH:8]=[CH:7]2)([O-:3])=[O:2], predict the reactants needed to synthesize it. (5) Given the product [CH2:19]([O:21][C:22](=[O:26])[CH:23]([N:7]1[C:6]2[CH:12]=[C:2]([Br:1])[CH:3]=[CH:4][C:5]=2[O:10][CH2:9][C:8]1=[O:11])[CH3:24])[CH3:20], predict the reactants needed to synthesize it. The reactants are: [Br:1][C:2]1[CH:3]=[CH:4][C:5]2[O:10][CH2:9][C:8](=[O:11])[NH:7][C:6]=2[CH:12]=1.C([O-])([O-])=O.[K+].[K+].[CH2:19]([O:21][C:22](=[O:26])[CH:23](Br)[CH3:24])[CH3:20].